This data is from Full USPTO retrosynthesis dataset with 1.9M reactions from patents (1976-2016). The task is: Predict the reactants needed to synthesize the given product. Given the product [F:1][C:2]1[CH:12]=[CH:11][C:10]([C:13]2[CH2:17][CH2:16][CH2:15][C:14]=2[C:18]2[C:19]([O:28][CH2:34][C:33]3[CH:36]=[CH:37][C:30]([F:29])=[CH:31][CH:32]=3)=[N:20][CH:21]=[C:22]([C:24]([F:25])([F:26])[F:27])[CH:23]=2)=[CH:9][C:3]=1[C:4]([O:6][CH2:7][CH3:8])=[O:5], predict the reactants needed to synthesize it. The reactants are: [F:1][C:2]1[CH:12]=[CH:11][C:10]([C:13]2[CH2:17][CH2:16][CH2:15][C:14]=2[C:18]2[C:19]([OH:28])=[N:20][CH:21]=[C:22]([C:24]([F:27])([F:26])[F:25])[CH:23]=2)=[CH:9][C:3]=1[C:4]([O:6][CH2:7][CH3:8])=[O:5].[F:29][C:30]1[CH:37]=[CH:36][C:33]([CH2:34]Br)=[CH:32][CH:31]=1.